Dataset: Full USPTO retrosynthesis dataset with 1.9M reactions from patents (1976-2016). Task: Predict the reactants needed to synthesize the given product. (1) Given the product [Br:1][C:2]1[CH:7]=[C:6]([CH3:8])[C:5]([Cl:9])=[CH:4][C:3]=1[C:10]([O:13][CH2:15][O:16][CH2:17][CH3:18])([CH3:11])[CH3:12], predict the reactants needed to synthesize it. The reactants are: [Br:1][C:2]1[CH:7]=[C:6]([CH3:8])[C:5]([Cl:9])=[CH:4][C:3]=1[C:10]([OH:13])([CH3:12])[CH3:11].Cl[CH2:15][O:16][CH2:17][CH3:18].CCN(C(C)C)C(C)C.O. (2) Given the product [C:1]([C:3]1[CH:17]=[C:16]([C:25]2[CH:24]=[CH:23][CH:22]=[C:21]([O:20][CH3:19])[CH:26]=2)[C:6]2[N:7]([C:10]3[CH:15]=[CH:14][CH:13]=[CH:12][CH:11]=3)[CH:8]=[N:9][C:5]=2[CH:4]=1)#[N:2], predict the reactants needed to synthesize it. The reactants are: [C:1]([C:3]1[CH:17]=[C:16](I)[C:6]2[N:7]([C:10]3[CH:15]=[CH:14][CH:13]=[CH:12][CH:11]=3)[CH:8]=[N:9][C:5]=2[CH:4]=1)#[N:2].[CH3:19][O:20][C:21]1[CH:22]=[C:23](B(O)O)[CH:24]=[CH:25][CH:26]=1.C(=O)([O-])[O-].[K+].[K+].C(NC1C=C(C2C3N(C4C=CC=CC=4)C=NC=3C=C(C#N)C=2)C=CC=1)(=O)C.